From a dataset of Reaction yield outcomes from USPTO patents with 853,638 reactions. Predict the reaction yield, written as a fraction of the theoretical maximum amount of product (1.0 means a 100% yield; for example, 0.34 means a 34% yield). (1) The reactants are [C:1](Cl)(=[O:5])C(Cl)=O.[Cl:7][C:8]1[CH:16]=[CH:15][C:14]([N:17]2[CH2:22][CH2:21][O:20][CH2:19][CH2:18]2)=[CH:13][C:9]=1[C:10]([NH2:12])=[O:11].I[CH2:24][CH2:25][CH2:26][S:27]([C:30]1[CH:39]=[CH:38][C:33]2[N:34]=[C:35]([NH2:37])[S:36][C:32]=2[CH:31]=1)(=[O:29])=[O:28].[CH2:40]([NH:42][CH2:43][CH3:44])[CH3:41].[I-].[Na+]. The catalyst is C1COCC1.CCOC(C)=O.CN(C=O)C. The product is [Cl:7][C:8]1[CH:16]=[CH:15][C:14]([N:17]2[CH2:18][CH2:19][O:20][CH2:21][CH2:22]2)=[CH:13][C:9]=1[C:10]([NH:12][C:1](=[O:5])[NH:37][C:35]1[S:36][C:32]2[CH:31]=[C:30]([S:27]([CH2:26][CH2:25][CH2:24][N:42]([CH2:43][CH3:44])[CH2:40][CH3:41])(=[O:29])=[O:28])[CH:39]=[CH:38][C:33]=2[N:34]=1)=[O:11]. The yield is 0.330. (2) The reactants are [I:1][C:2]1[CH:7]=[C:6]([N+:8]([O-])=O)[C:5]([N+:11]([O-])=O)=[CH:4][C:3]=1[I:14].Cl.C(N(CC(O)=O)CC(O)=O)CN(CC(O)=O)CC(O)=O.[OH-].[K+]. The catalyst is [Fe].CCO. The product is [NH2:8][C:6]1[CH:7]=[C:2]([I:1])[C:3]([I:14])=[CH:4][C:5]=1[NH2:11]. The yield is 0.660. (3) The reactants are C([O:3][C:4]([CH:6]1[CH2:8][CH:7]1[C:9]1[C:17]2[C:12](=[CH:13][CH:14]=[C:15]([C:18]#[N:19])[CH:16]=2)[N:11]([S:20]([C:23]2[CH:28]=[CH:27][CH:26]=[CH:25][CH:24]=2)(=[O:22])=[O:21])[N:10]=1)=O)C.[H-].[H-].[H-].[H-].[Li+].[Al+3].[CH2:35]1COCC1. No catalyst specified. The product is [OH:3][CH2:4][CH:6]1[CH2:8][CH:7]1[C:9]1[C:17]2[C:12](=[CH:13][CH:14]=[C:15]([C:18]#[N:19])[CH:16]=2)[N:11]([S:20]([C:23]2[CH:24]=[CH:25][C:26]([CH3:35])=[CH:27][CH:28]=2)(=[O:21])=[O:22])[N:10]=1. The yield is 0.580.